This data is from Full USPTO retrosynthesis dataset with 1.9M reactions from patents (1976-2016). The task is: Predict the reactants needed to synthesize the given product. (1) Given the product [Cl:11][C:8]1[CH:9]=[CH:10][C:5]([C:3](=[O:4])[CH2:2][S:15][C:14]#[N:13])=[CH:6][C:7]=1[F:12], predict the reactants needed to synthesize it. The reactants are: Br[CH2:2][C:3]([C:5]1[CH:10]=[CH:9][C:8]([Cl:11])=[C:7]([F:12])[CH:6]=1)=[O:4].[N-:13]=[C:14]=[S:15].[K+]. (2) Given the product [CH3:29][C:23]1[CH:24]=[CH:25][C:26]([CH3:28])=[CH:27][C:22]=1[CH2:21][CH2:20][CH:19]([OH:30])[CH2:18][CH2:17][S:16][CH2:15][CH2:14][CH:13]([OH:31])[CH2:12][CH2:11][C:5]1[CH:6]=[C:7]([CH3:10])[CH:8]=[CH:9][C:4]=1[CH3:3], predict the reactants needed to synthesize it. The reactants are: [BH4-].[Na+].[CH3:3][C:4]1[CH:9]=[CH:8][C:7]([CH3:10])=[CH:6][C:5]=1[CH2:11][CH2:12][C:13](=[O:31])[CH2:14][CH2:15][S:16][CH2:17][CH2:18][C:19](=[O:30])[CH2:20][CH2:21][C:22]1[CH:27]=[C:26]([CH3:28])[CH:25]=[CH:24][C:23]=1[CH3:29].Cl. (3) Given the product [C:44]1([CH3:54])[CH:45]=[CH:46][C:47]([S:50]([OH:53])(=[O:51])=[O:52])=[CH:48][CH:49]=1.[Cl:1][C:2]1[CH:3]=[C:4]([NH:16][C:17]2[C:26]3[C:21](=[CH:22][C:23]([O:38][CH2:39][CH3:40])=[C:24]([NH:27][C:28](=[O:37])/[CH:29]=[CH:30]/[C@H:31]4[CH2:35][CH2:34][CH2:33][N:32]4[CH3:36])[CH:25]=3)[N:20]=[CH:19][C:18]=2[C:41]#[N:42])[CH:5]=[CH:6][C:7]=1[O:8][CH2:9][C:10]1[CH:15]=[CH:14][CH:13]=[CH:12][N:11]=1, predict the reactants needed to synthesize it. The reactants are: [Cl:1][C:2]1[CH:3]=[C:4]([NH:16][C:17]2[C:26]3[C:21](=[CH:22][C:23]([O:38][CH2:39][CH3:40])=[C:24]([NH:27][C:28](=[O:37])/[CH:29]=[CH:30]/[C@H:31]4[CH2:35][CH2:34][CH2:33][N:32]4[CH3:36])[CH:25]=3)[N:20]=[CH:19][C:18]=2[C:41]#[N:42])[CH:5]=[CH:6][C:7]=1[O:8][CH2:9][C:10]1[CH:15]=[CH:14][CH:13]=[CH:12][N:11]=1.O.[C:44]1([CH3:54])[CH:49]=[CH:48][C:47]([S:50]([OH:53])(=[O:52])=[O:51])=[CH:46][CH:45]=1. (4) Given the product [CH3:14][O:15][C:16]1[CH:21]=[C:20]([O:22][CH3:23])[N:19]=[C:18]([N:24]2[CH2:25][CH2:26][N:27]([CH2:2][C:3]3[CH:8]=[CH:7][C:6]([CH2:9][NH:10][C:11](=[O:13])[CH3:12])=[CH:5][CH:4]=3)[CH2:28][CH2:29]2)[N:17]=1, predict the reactants needed to synthesize it. The reactants are: Cl[CH2:2][C:3]1[CH:8]=[CH:7][C:6]([CH2:9][NH:10][C:11](=[O:13])[CH3:12])=[CH:5][CH:4]=1.[CH3:14][O:15][C:16]1[CH:21]=[C:20]([O:22][CH3:23])[N:19]=[C:18]([N:24]2[CH2:29][CH2:28][NH:27][CH2:26][CH2:25]2)[N:17]=1.C(=O)([O-])[O-].[K+].[K+].O. (5) Given the product [O:2]1[CH:6]=[CH:5][CH:4]=[C:3]1[CH2:7][N:8]([CH2:9][C:10]1[CH:15]=[CH:14][C:13]([S:16][C:17]([CH3:26])([CH3:25])[C:18]([O:20][C:21]([CH3:24])([CH3:23])[CH3:22])=[O:19])=[CH:12][CH:11]=1)[CH2:28][C:29]1[O:33][N:32]=[C:31]([C:34]2[CH:35]=[CH:36][CH:37]=[CH:38][CH:39]=2)[N:30]=1, predict the reactants needed to synthesize it. The reactants are: Cl.[O:2]1[CH:6]=[CH:5][CH:4]=[C:3]1[CH2:7][NH:8][CH2:9][C:10]1[CH:15]=[CH:14][C:13]([S:16][C:17]([CH3:26])([CH3:25])[C:18]([O:20][C:21]([CH3:24])([CH3:23])[CH3:22])=[O:19])=[CH:12][CH:11]=1.Cl[CH2:28][C:29]1[O:33][N:32]=[C:31]([C:34]2[CH:39]=[CH:38][CH:37]=[CH:36][CH:35]=2)[N:30]=1.C(N(C(C)C)CC)(C)C. (6) The reactants are: [SH:1][C:2]1[C:11]2[C:6](=[CH:7][C:8]([O:14][CH3:15])=[C:9]([O:12][CH3:13])[CH:10]=2)[N:5]=[CH:4][C:3]=1[C:16]#[N:17].Cl[CH2:19][C:20]#[N:21].[OH-].[Na+]. Given the product [NH2:17][C:16]1[C:3]2[CH:4]=[N:5][C:6]3[CH:7]=[C:8]([O:14][CH3:15])[C:9]([O:12][CH3:13])=[CH:10][C:11]=3[C:2]=2[S:1][C:19]=1[C:20]#[N:21], predict the reactants needed to synthesize it.